From a dataset of Full USPTO retrosynthesis dataset with 1.9M reactions from patents (1976-2016). Predict the reactants needed to synthesize the given product. Given the product [F:1][C:2]1[C:3]([N+:12]([O-:14])=[O:13])=[CH:4][C:5]([O:10][CH3:11])=[C:6]([C:7]2[O:8][CH:27]=[N:26][CH:25]=2)[CH:9]=1, predict the reactants needed to synthesize it. The reactants are: [F:1][C:2]1[C:3]([N+:12]([O-:14])=[O:13])=[CH:4][C:5]([O:10][CH3:11])=[C:6]([CH:9]=1)[CH:7]=[O:8].CC1C=CC(S([CH2:25][N+:26]#[C-:27])(=O)=O)=CC=1.C(=O)([O-])[O-].[K+].[K+].